Dataset: Drug-target binding data from BindingDB using IC50 measurements. Task: Regression. Given a target protein amino acid sequence and a drug SMILES string, predict the binding affinity score between them. We predict pIC50 (pIC50 = -log10(IC50 in M); higher means more potent). Dataset: bindingdb_ic50. (1) The small molecule is Cn1c(-c2cccc(NC(=O)C(=O)Nc3ccc(-c4ccsc4)cc3)c2)c(I)c2cc(C(=O)O)c(O)cc21. The target protein (Q9NP77) has sequence MPSSPLRVAVVCSSNQNRSMEAHNILSKRGFSVRSFGTGTHVKLPGPAPDKPNVYDFKTTYDQMYNDLLRKDKELYTQNGILHMLDRNKRIKPRPERFQNCKDLFDLILTCEERVYDQVVEDLNSREQETCQPVHVVNVDIQDNHEEATLGAFLICELCQCIQHTEDMENEIDELLQEFEEKSGRTFLHTVCFY. The pIC50 is 5.9. (2) The small molecule is CCC[C@H](NC(=O)[C@H](CCCNC(=N)N)NC[C@H](Cc1ccccc1)NC(=O)OCC)C(=O)N[C@@H](CC(C)C)C(N)=O. The target protein sequence is MAELIQKKLQGEVEKYQQLQKDLSKSMSGRQKLEAQLTENNIVKEELALLDGSNVVFKLLGPVLVKQELGEARATVGKRLDYITAEIKRYESQLRDLERQSEQQRETLAQLQQEFQRAQNAKAPGKA. The pIC50 is 5.5. (3) The compound is CCCC(O)[C@H]1CC[C@@H](N2CC(NC(=O)CNc3ncnc4ccc(C(F)(F)F)cc34)C2)CC1. The target protein (O00421) has sequence MANYTLAPEDEYDVLIEGELESDEAEQCDKYDAQALSAQLVPSLCSAVFVIGVLDNLLVVLILVKYKGLKRVENIYLLNLAVSNLCFLLTLPFWAHAGGDPMCKILIGLYFVGLYSETFFNCLLTVQRYLVFLHKGNFFSARRRVPCGIITSVLAWVTAILATLPEFVVYKPQMEDQKYKCAFSRTPFLPADETFWKHFLTLKMNISVLVLPLFIFTFLYVQMRKTLRFREQRYSLFKLVFAIMVVFLLMWAPYNIAFFLSTFKEHFSLSDCKSSYNLDKSVHITKLIATTHCCINPLLYAFLDGTFSKYLCRCFHLRSNTPLQPRGQSAQGTSREEPDHSTEV. The pIC50 is 7.9. (4) The drug is CC1(C)NC(=O)N(CC(O)COc2ccccc2C2CCCC2)C1=O. The target protein sequence is MTPLTPEQTHAYLHHIGIDDPGPPSLANLDRLIDAHLRRVAFENLDVLLDRPIEIDADKVFAKVVEGSRGGYCFELNSLFARLLLALGYELELLVARVRWGLPDDAPLTQQSHLMLRLYLAEGEFLVDVGFGSANPPRALPLPGDEADAGQVHCVRLVDPHAGLYESAVRGRSGWLPLYRFDLRPQLWIDYIPRNWYTSTHPHSVFRQGLKAAITEGDLRLTLADGLFGQRAGNGETLQRQLRDVEELLDILQTRFRLRLDPASEVPALARRLAGLISA. The pIC50 is 4.4. (5) The small molecule is O=C(N1CCCCC1Cc1ccccc1)n1cc(-c2ccc(-c3ccccc3)cc2)nn1. The target protein (Q91WC9) has sequence MPGMVLFGRRWSLASDDLVFPGSFELFLRVLWWIVSLTLYLTHRRRLDCPGGVLLSTYLIVLLVLLAVIICTVLAIVCVSMRGTICNPGPRKSMSKLLYIRLALFLPEMVWASLGAAWVAKGIQCDRTVVIGIIATVIVSWIVIAATMVTIIFVFDPLGGKMAPYPPCIPEHLDSNSSNRLLTGLKTAAKSVWETRVQFCCCCVGQDDNTRVAFSSTADLFSTYFSDTDLVPSDIAAGFTLLHQQQDNISHSREPPEVVTHTPGQPQETELDAEVENCHHYMPFAAAAYGWPLYIYRNPFTGLCRIGGDCCRARDIEYDAVEGDQHNCHFASILKTTGLQYRDFIHISFHDKVYELPFIVVLDHRKESVVVAVRGTMSLQDVLTDLSAESETLELGIELQDCVAHKGIAQAARYIHRRLVNDGILSQAFSVAPEYQLVLVGHSLGAGAAALLAIMLRGAYPQVRAYAFSPPRGLLSKSLYEYSKDFVVSLILGMDVIPRL.... The pIC50 is 7.1. (6) The target protein (P19099) has sequence MALRAKAEVCVAAPWLSLQRARALGTRAARAPRTVLPFEAMPQHPGNRWLRLLQIWREQGYEHLHLEMHQTFQELGPIFRYNLGGPRMVCVMLPEDVEKLQQVDSLHPCRMILEPWVAYRQHRGHKCGVFLLNGPEWRFNRLRLNPDVLSPKAVQRFLPMVDAVARDFSQALKKKVLQNARGSLTLDVQPSIFHYTIEASNLALFGERLGLVGHSPSSASLNFLHALEVMFKSTVQLMFMPRSLSRWISPKVWKEHFEAWDCIFQYGDNCIQKIYQELAFNRPQHYTGIVAELLLKAELSLEAIKANSMELTAGSVDTTAFPLLMTLFELARNPDVQQILRQESLAAAASISEHPQKATTELPLLRAALKETLRLYPVGLFLERVVSSDLVLQNYHIPAGTLVQVFLYSLGRNAALFPRPERYNPQRWLDIRGSGRNFHHVPFGFGMRQCLGRRLAEAEMLLLLHHVLKHFLVETLTQEDIKMVYSFILRPGTSPLLTFR.... The pIC50 is 8.1. The drug is N#Cc1cccc2c1OCC(c1cncc(CN3CCCCS3(=O)=O)c1)O2. (7) The target protein (O15245) has sequence MPTVDDILEQVGESGWFQKQAFLILCLLSAAFAPICVGIVFLGFTPDHHCQSPGVAELSQRCGWSPAEELNYTVPGLGPAGEAFLGQCRRYEVDWNQSALSCVDPLASLATNRSHLPLGPCQDGWVYDTPGSSIVTEFNLVCADSWKLDLFQSCLNAGFLFGSLGVGYFADRFGRKLCLLGTVLVNAVSGVLMAFSPNYMSMLLFRLLQGLVSKGNWMAGYTLITEFVGSGSRRTVAIMYQMAFTVGLVALTGLAYALPHWRWLQLAVSLPTFLFLLYYWCVPESPRWLLSQKRNTEAIKIMDHIAQKNGKLPPADLKMLSLEEDVTEKLSPSFADLFRTPRLRKRTFILMYLWFTDSVLYQGLILHMGATSGNLYLDFLYSALVEIPGAFIALITIDRVGRIYPMAMSNLLAGAACLVMIFISPDLHWLNIIIMCVGRMGITIAIQMICLVNAELYPTFVRNLGVMVCSSLCDIGGIITPFIVFRLREVWQALPLILFA.... The pIC50 is 6.0. The small molecule is CCN1/C(=C/c2ccc3ccccc3[n+]2CC)C=Cc2ccccc21.